From a dataset of Forward reaction prediction with 1.9M reactions from USPTO patents (1976-2016). Predict the product of the given reaction. (1) Given the reactants [Cl:1][C:2]1[CH:3]=[C:4]([CH:6]=[CH:7][C:8]=1[C:9]1[O:13][CH:12]=[N:11][CH:10]=1)[NH2:5].[CH:14]1[C:22]2[C:21]3[CH:23]=[CH:24][CH:25]=[CH:26][C:20]=3[S:19][C:18]=2[C:17]([CH:27]=O)=[CH:16][CH:15]=1, predict the reaction product. The product is: [CH:14]1[C:22]2[C:21]3[CH:23]=[CH:24][CH:25]=[CH:26][C:20]=3[S:19][C:18]=2[C:17]([CH2:27][NH:5][C:4]2[CH:6]=[CH:7][C:8]([C:9]3[O:13][CH:12]=[N:11][CH:10]=3)=[C:2]([Cl:1])[CH:3]=2)=[CH:16][CH:15]=1. (2) Given the reactants [C:1]([O:5][C:6]([N:8]1[CH2:13][CH2:12][CH:11]([NH:14][CH2:15][C:16]2[C:21]([CH3:22])=[CH:20][C:19]([CH3:23])=[CH:18][N:17]=2)[CH2:10][CH2:9]1)=[O:7])([CH3:4])([CH3:3])[CH3:2].[Cl:24][C:25]1[CH:30]=[CH:29][C:28]([C:31]([C:34]2[C:35]([CH:40]=O)=[N:36][CH:37]=[CH:38][CH:39]=2)([CH3:33])[CH3:32])=[CH:27][CH:26]=1.[BH-](OC(C)=O)(OC(C)=O)OC(C)=O.[Na+], predict the reaction product. The product is: [C:1]([O:5][C:6]([N:8]1[CH2:13][CH2:12][CH:11]([N:14]([CH2:40][C:35]2[C:34]([C:31]([C:28]3[CH:27]=[CH:26][C:25]([Cl:24])=[CH:30][CH:29]=3)([CH3:33])[CH3:32])=[CH:39][CH:38]=[CH:37][N:36]=2)[CH2:15][C:16]2[C:21]([CH3:22])=[CH:20][C:19]([CH3:23])=[CH:18][N:17]=2)[CH2:10][CH2:9]1)=[O:7])([CH3:4])([CH3:3])[CH3:2]. (3) Given the reactants [CH3:1][N:2]([CH3:17])[C:3]1[CH:4]=[CH:5][C:6]2[N:7]([CH:9]=[C:10]([C:12]([O:14]CC)=O)[N:11]=2)[CH:8]=1.[N:18]1[CH:23]=[CH:22][CH:21]=[CH:20][C:19]=1[NH2:24].ON1C2N=CC=CC=2N=N1, predict the reaction product. The product is: [CH3:17][N:2]([CH3:1])[C:3]1[CH:4]=[CH:5][C:6]2[N:7]([CH:9]=[C:10]([C:12]([NH:24][C:19]3[CH:20]=[CH:21][CH:22]=[CH:23][N:18]=3)=[O:14])[N:11]=2)[CH:8]=1. (4) Given the reactants [I:1]N1C(=O)CCC1=O.[NH:9]1[C:13]([C:14]([O:16][CH2:17][CH3:18])=[O:15])=[CH:12][C:11]([C:19]([O:21][CH2:22][CH3:23])=[O:20])=[N:10]1.[O-]S([O-])(=S)=O.[Na+].[Na+], predict the reaction product. The product is: [CH2:17]([O:16][C:14]([C:13]1[C:12]([I:1])=[C:11]([C:19]([O:21][CH2:22][CH3:23])=[O:20])[NH:10][N:9]=1)=[O:15])[CH3:18]. (5) Given the reactants [C:1]1([Mg]Br)[CH:6]=[CH:5][CH:4]=[CH:3][CH:2]=1.CN(CCN(C)C)C.Br[CH:18]1[CH2:24][CH2:23][CH2:22][CH2:21][CH2:20][CH2:19]1.[C:25]1([Mg]Br)[CH:30]=[CH:29][CH:28]=[CH:27][CH:26]=1.CN(CCN(C)C)C.[Cl-].[NH4+], predict the reaction product. The product is: [CH:18]1([C:1]2[CH:6]=[CH:5][CH:4]=[CH:3][CH:2]=2)[CH2:24][CH2:23][CH2:22][CH2:21][CH2:20][CH2:19]1.[C:1]1([C:25]2[CH:30]=[CH:29][CH:28]=[CH:27][CH:26]=2)[CH:6]=[CH:5][CH:4]=[CH:3][CH:2]=1. (6) The product is: [CH2:1]([NH:8][C:9]([N:11]1[CH2:12][CH2:13][N:14]([S:17]([C:20]2[CH:21]=[CH:22][C:23]([NH:26][C:36](=[O:39])[CH:37]=[CH2:38])=[CH:24][CH:25]=2)(=[O:19])=[O:18])[CH2:15][CH2:16]1)=[O:10])[C:2]1[CH:7]=[CH:6][CH:5]=[CH:4][CH:3]=1. Given the reactants [CH2:1]([NH:8][C:9]([N:11]1[CH2:16][CH2:15][N:14]([S:17]([C:20]2[CH:25]=[CH:24][C:23]([NH2:26])=[CH:22][CH:21]=2)(=[O:19])=[O:18])[CH2:13][CH2:12]1)=[O:10])[C:2]1[CH:7]=[CH:6][CH:5]=[CH:4][CH:3]=1.C(N(C(C)C)CC)(C)C.[C:36](Cl)(=[O:39])[CH:37]=[CH2:38], predict the reaction product. (7) Given the reactants [Br:1][C:2]1[CH:3]=[C:4]2[C:8](=[CH:9][CH:10]=1)[NH:7][N:6]=[C:5]2[F:11].CC1C=CC(S(O)(=O)=O)=CC=1.[O:23]1[CH:28]=[CH:27][CH2:26][CH2:25][CH2:24]1, predict the reaction product. The product is: [Br:1][C:2]1[CH:3]=[C:4]2[C:8](=[CH:9][CH:10]=1)[N:7]([CH:24]1[CH2:25][CH2:26][CH2:27][CH2:28][O:23]1)[N:6]=[C:5]2[F:11]. (8) Given the reactants [CH3:1][C:2]([C:4]1[CH:5]=[CH:6][CH:7]=[C:8]([OH:10])[CH:9]=1)=[O:3].C(N(CC)C(C)C)(C)C.Cl[CH2:21][O:22][CH3:23], predict the reaction product. The product is: [CH3:21][O:22][CH2:23][O:10][C:8]1[CH:7]=[CH:6][CH:5]=[C:4]([C:2](=[O:3])[CH3:1])[CH:9]=1.